Dataset: Full USPTO retrosynthesis dataset with 1.9M reactions from patents (1976-2016). Task: Predict the reactants needed to synthesize the given product. Given the product [CH2:1]([O:3][C:4]1[CH:12]=[CH:11][CH:10]=[CH:9][C:5]=1[C:6]([NH:13][C:14]1[CH:15]=[CH:16][C:17]([N+:24]([O-:26])=[O:25])=[C:18]([C:20]([F:21])([F:22])[F:23])[CH:19]=1)=[O:7])[CH3:2], predict the reactants needed to synthesize it. The reactants are: [CH2:1]([O:3][C:4]1[CH:12]=[CH:11][CH:10]=[CH:9][C:5]=1[C:6](Cl)=[O:7])[CH3:2].[NH2:13][C:14]1[CH:15]=[CH:16][C:17]([N+:24]([O-:26])=[O:25])=[C:18]([C:20]([F:23])([F:22])[F:21])[CH:19]=1.C(N(CC)CC)C.